This data is from Full USPTO retrosynthesis dataset with 1.9M reactions from patents (1976-2016). The task is: Predict the reactants needed to synthesize the given product. (1) Given the product [C:1]([OH:13])(=[O:12])[CH2:2][C:3]([CH2:8][C:9]([OH:11])=[O:10])([C:5]([OH:7])=[O:6])[OH:4].[Si:14](=[O:16])=[O:15], predict the reactants needed to synthesize it. The reactants are: [C:1]([OH:13])(=[O:12])[CH2:2][C:3]([CH2:8][C:9]([OH:11])=[O:10])([C:5]([OH:7])=[O:6])[OH:4].[Si:14](=[O:16])=[O:15]. (2) Given the product [CH2:12]([C:11]1[C:3]2[C:4]([CH2:9][CH3:10])=[N:5][C:6]([CH3:8])=[CH:7][C:2]=2[NH:17][N:16]=1)[CH3:13], predict the reactants needed to synthesize it. The reactants are: Cl[C:2]1[CH:7]=[C:6]([CH3:8])[N:5]=[C:4]([CH2:9][CH3:10])[C:3]=1[C:11](=O)[CH2:12][CH3:13].O.[NH2:16][NH2:17]. (3) Given the product [Cl:12][C:9]1[CH:10]=[CH:11][C:6]([NH:5][C:3]([CH2:2][N:22]([CH:19]2[CH2:20][CH2:21][N:16]([CH:13]([CH3:15])[CH3:14])[CH2:17][CH2:18]2)[S:23]([CH2:26][CH2:27][NH:28][C:29]([C:31]2[S:32][C:33]([Cl:36])=[CH:34][CH:35]=2)=[O:30])(=[O:24])=[O:25])=[O:4])=[N:7][CH:8]=1, predict the reactants needed to synthesize it. The reactants are: Br[CH2:2][C:3]([NH:5][C:6]1[CH:11]=[CH:10][C:9]([Cl:12])=[CH:8][N:7]=1)=[O:4].[CH:13]([N:16]1[CH2:21][CH2:20][CH:19]([NH:22][S:23]([CH2:26][CH2:27][NH:28][C:29]([C:31]2[S:32][C:33]([Cl:36])=[CH:34][CH:35]=2)=[O:30])(=[O:25])=[O:24])[CH2:18][CH2:17]1)([CH3:15])[CH3:14]. (4) Given the product [F:25][C:5]1[C:6]([NH:8][CH:9]([C:16]2([C:21]([F:24])([F:23])[F:22])[CH2:20][CH2:19][CH2:18][CH2:17]2)[CH2:10][C:11]([O:13][CH2:14][CH3:15])=[O:12])=[N:7][C:2]([C:35]2[C:29]3[C:30](=[N:31][CH:32]=[C:27]([F:26])[CH:28]=3)[N:33]([S:45]([C:48]3[CH:53]=[CH:52][C:51]([CH3:54])=[CH:50][CH:49]=3)(=[O:46])=[O:47])[CH:34]=2)=[N:3][CH:4]=1, predict the reactants needed to synthesize it. The reactants are: Cl[C:2]1[N:7]=[C:6]([NH:8][CH:9]([C:16]2([C:21]([F:24])([F:23])[F:22])[CH2:20][CH2:19][CH2:18][CH2:17]2)[CH2:10][C:11]([O:13][CH2:14][CH3:15])=[O:12])[C:5]([F:25])=[CH:4][N:3]=1.[F:26][C:27]1[CH:28]=[C:29]2[C:35](B3OC(C)(C)C(C)(C)O3)=[CH:34][N:33]([S:45]([C:48]3[CH:53]=[CH:52][C:51]([CH3:54])=[CH:50][CH:49]=3)(=[O:47])=[O:46])[C:30]2=[N:31][CH:32]=1.P([O-])([O-])([O-])=O.[K+].[K+].[K+].CC(C1C=C(C(C)C)C(C2C=CC=CC=2P(C2CCCCC2)C2CCCCC2)=C(C(C)C)C=1)C. (5) The reactants are: Cl[C:2]1[C:7]2[C:8]3[CH2:14][CH2:13][CH2:12][CH2:11][C:9]=3[Se:10][C:6]=2[N:5]=[CH:4][N:3]=1.[NH2:15][C:16]1[N:17]=[C:18]([S:23][CH3:24])[S:19][C:20]=1[C:21]#[N:22].[OH-].[Na+]. Given the product [CH3:24][S:23][C:18]1[S:19][C:20]([C:21]#[N:22])=[C:16]([NH:15][C:2]2[C:7]3[C:8]4[CH2:14][CH2:13][CH2:12][CH2:11][C:9]=4[Se:10][C:6]=3[N:5]=[CH:4][N:3]=2)[N:17]=1, predict the reactants needed to synthesize it.